Dataset: Forward reaction prediction with 1.9M reactions from USPTO patents (1976-2016). Task: Predict the product of the given reaction. (1) The product is: [C:1]([O:5][C:6]([NH:8][CH2:9][CH2:10][C@H:11]([NH:41][C:60](=[O:61])[O:62][C:63]([CH3:64])([CH3:65])[CH3:66])[C:12]([NH:14][C:15]1[CH:16]=[N:17][N:18]([CH3:40])[C:19]=1[NH:20][C:21]([C:34]1[CH:35]=[CH:36][CH:37]=[CH:38][CH:39]=1)([C:22]1[CH:23]=[CH:24][CH:25]=[CH:26][CH:27]=1)[C:28]1[CH:33]=[CH:32][CH:31]=[CH:30][CH:29]=1)=[O:13])=[O:7])([CH3:3])([CH3:4])[CH3:2]. Given the reactants [C:1]([O:5][C:6]([NH:8][CH2:9][CH2:10][C@H:11]([NH:41]C(=O)OCC1C=CC=CC=1)[C:12]([NH:14][C:15]1[CH:16]=[N:17][N:18]([CH3:40])[C:19]=1[NH:20][C:21]([C:34]1[CH:39]=[CH:38][CH:37]=[CH:36][CH:35]=1)([C:28]1[CH:33]=[CH:32][CH:31]=[CH:30][CH:29]=1)[C:22]1[CH:27]=[CH:26][CH:25]=[CH:24][CH:23]=1)=[O:13])=[O:7])([CH3:4])([CH3:3])[CH3:2].[C:60](O[C:60]([O:62][C:63]([CH3:66])([CH3:65])[CH3:64])=[O:61])([O:62][C:63]([CH3:66])([CH3:65])[CH3:64])=[O:61], predict the reaction product. (2) Given the reactants [CH3:1][O:2][C:3]1[CH:4]=[C:5]2[C:10](=[CH:11][C:12]=1[O:13][CH3:14])[N:9]=[CH:8][CH:7]=[C:6]2[O:15][C:16]1[CH:21]=[CH:20][C:19]([N:22]2[C:26](=[O:27])[CH2:25][CH:24]([C:28]([O:30]C)=[O:29])[CH2:23]2)=[CH:18][CH:17]=1.[OH-].[Na+], predict the reaction product. The product is: [CH3:1][O:2][C:3]1[CH:4]=[C:5]2[C:10](=[CH:11][C:12]=1[O:13][CH3:14])[N:9]=[CH:8][CH:7]=[C:6]2[O:15][C:16]1[CH:17]=[CH:18][C:19]([N:22]2[C:26](=[O:27])[CH2:25][CH:24]([C:28]([OH:30])=[O:29])[CH2:23]2)=[CH:20][CH:21]=1. (3) Given the reactants Br[C:2]1[CH:14]=[CH:13][C:12]2C3C(=CC=CC=3)[CH:5]([CH:15]3[C:27]4[CH:26]=[C:25]([C:28]5[N:33]=[C:32]([C:34]6[CH:39]=[CH:38][CH:37]=[CH:36][CH:35]=6)[N:31]=[C:30]([C:40]6[CH:45]=[CH:44][CH:43]=[CH:42][CH:41]=6)[N:29]=5)[CH:24]=[CH:23][C:22]=4[C:21]4[C:16]3=[CH:17][CH:18]=[CH:19][CH:20]=4)[C:4]=2[CH:3]=1.[NH2:46][C:47]1[CH:52]=[CH:51][CH:50]=[CH:49][CH:48]=1.CC(C)([O-])C.[Na+].[C:59]1(C)[CH:64]=[CH:63][CH:62]=[CH:61][CH:60]=1, predict the reaction product. The product is: [C:34]1([C:32]2[N:31]=[C:30]([C:40]3[CH:41]=[CH:42][CH:43]=[CH:44][CH:45]=3)[N:29]=[C:28]([C:25]3[CH:24]=[CH:23][C:22]4[C:21]5[C:16](=[CH:17][CH:18]=[CH:19][CH:20]=5)[CH:15]([CH:5]5[C:51]6[CH:52]=[C:47]([NH:46][C:59]7[CH:64]=[CH:63][CH:62]=[CH:61][CH:60]=7)[CH:48]=[CH:49][C:50]=6[C:3]6[C:4]5=[CH:12][CH:13]=[CH:14][CH:2]=6)[C:27]=4[CH:26]=3)[N:33]=2)[CH:35]=[CH:36][CH:37]=[CH:38][CH:39]=1. (4) Given the reactants [Cl:1][C:2]1[C:10]([CH3:11])=[C:9]2[C:5]([C:6]([CH2:12][CH2:13][CH2:14][O:15][C:16]3[CH:21]=[C:20]([CH3:22])[C:19]([Cl:23])=[C:18]([CH3:24])[CH:17]=3)=[CH:7][NH:8]2)=[CH:4][CH:3]=1.Br[CH2:26][CH2:27][C:28]([O:30]CC)=[O:29].C(=O)([O-])[O-].[Cs+].[Cs+].O.CC#N, predict the reaction product. The product is: [Cl:1][C:2]1[C:10]([CH3:11])=[C:9]2[C:5]([C:6]([CH2:12][CH2:13][CH2:14][O:15][C:16]3[CH:17]=[C:18]([CH3:24])[C:19]([Cl:23])=[C:20]([CH3:22])[CH:21]=3)=[CH:7][N:8]2[CH2:26][CH2:27][C:28]([OH:30])=[O:29])=[CH:4][CH:3]=1. (5) Given the reactants [F:1][C:2]1[CH:3]=[C:4]2[C:9](=[CH:10][CH:11]=1)[CH2:8][C:7](=[N:12]O)[CH2:6][CH2:5]2.[ClH:14], predict the reaction product. The product is: [ClH:14].[F:1][C:2]1[CH:3]=[C:4]2[C:9](=[CH:10][CH:11]=1)[CH2:8][CH:7]([NH2:12])[CH2:6][CH2:5]2. (6) The product is: [CH3:1][C:2]1[O:3][C:4]([CH2:7][CH:8]2[CH2:13][CH2:12][CH:11]([C:14]3[S:15][C:16]([C:19]4[CH:20]=[CH:21][C:22]([NH2:25])=[CH:23][CH:24]=4)=[CH:17][N:18]=3)[CH2:10][CH2:9]2)=[N:5][N:6]=1. Given the reactants [CH3:1][C:2]1[O:3][C:4]([CH2:7][CH:8]2[CH2:13][CH2:12][CH:11]([C:14]3[S:15][C:16]([C:19]4[CH:24]=[CH:23][C:22]([N+:25]([O-])=O)=[CH:21][CH:20]=4)=[CH:17][N:18]=3)[CH2:10][CH2:9]2)=[N:5][N:6]=1.[Cl-].[NH4+], predict the reaction product. (7) Given the reactants [C:1]([C:4]1[C:5]([NH:20][C:21]2[CH:26]=[CH:25][C:24]([N:27]3[CH2:32][CH2:31][N:30]([C:33]([O:35][C:36]([CH3:39])([CH3:38])[CH3:37])=[O:34])[CH2:29][CH2:28]3)=[CH:23][CH:22]=2)=[N:6][C:7]([O:10][C:11]2[CH:16]=[CH:15][CH:14]=[C:13]([N+:17]([O-:19])=[O:18])[CH:12]=2)=[CH:8][N:9]=1)(=[O:3])[NH2:2].[Br:40]N1C(=O)CCC1=O, predict the reaction product. The product is: [Br:40][C:23]1[CH:22]=[C:21]([NH:20][C:5]2[C:4]([C:1](=[O:3])[NH2:2])=[N:9][CH:8]=[C:7]([O:10][C:11]3[CH:16]=[CH:15][CH:14]=[C:13]([N+:17]([O-:19])=[O:18])[CH:12]=3)[N:6]=2)[CH:26]=[CH:25][C:24]=1[N:27]1[CH2:28][CH2:29][N:30]([C:33]([O:35][C:36]([CH3:39])([CH3:38])[CH3:37])=[O:34])[CH2:31][CH2:32]1.